Dataset: Forward reaction prediction with 1.9M reactions from USPTO patents (1976-2016). Task: Predict the product of the given reaction. Given the reactants C[Li].Cl[C:4]1[N:12]=[C:11]2[C:7]([N:8]=[CH:9][N:10]2[CH2:13][C:14]2[CH:19]=[CH:18][C:17]([O:20][CH3:21])=[CH:16][CH:15]=2)=[C:6]([C:22]2[O:23][CH:24]=[CH:25][CH:26]=2)[N:5]=1.[C:27]1(P(C2C=CC=CC=2)C2C=CC=CC=2)C=CC=CC=1.[NH4+].[Cl-], predict the reaction product. The product is: [O:23]1[CH:24]=[CH:25][CH:26]=[C:22]1[C:6]1[N:5]=[C:4]([CH3:27])[N:12]=[C:11]2[C:7]=1[N:8]=[CH:9][N:10]2[CH2:13][C:14]1[CH:19]=[CH:18][C:17]([O:20][CH3:21])=[CH:16][CH:15]=1.